Dataset: Catalyst prediction with 721,799 reactions and 888 catalyst types from USPTO. Task: Predict which catalyst facilitates the given reaction. (1) Reactant: [CH3:1][NH:2][CH:3]1[CH2:8][CH2:7][O:6][CH2:5][CH2:4]1.[N+:9]([C:12]1[CH:13]=[C:14]([C:18]2[N:19]=[CH:20][N:21]([C:23](OC3C=CC=CC=3)=[O:24])[CH:22]=2)[CH:15]=[CH:16][CH:17]=1)([O-:11])=[O:10]. Product: [CH3:1][N:2]([CH:3]1[CH2:8][CH2:7][O:6][CH2:5][CH2:4]1)[C:23]([N:21]1[CH:22]=[C:18]([C:14]2[CH:15]=[CH:16][CH:17]=[C:12]([N+:9]([O-:11])=[O:10])[CH:13]=2)[N:19]=[CH:20]1)=[O:24]. The catalyst class is: 7. (2) Reactant: [Cl:1][C:2]1[C:7]2[CH2:8][O:9][C@:10]3([CH3:20])[C@H:14]([C:6]=2[CH:5]=[CH:4][CH:3]=1)[CH2:13][N:12]([C:15]([O:17][CH2:18][CH3:19])=[O:16])[CH2:11]3.[Cr](O)(O)(=O)=[O:22]. Product: [Cl:1][C:2]1[C:7]2[C:8](=[O:22])[O:9][C@:10]3([CH3:20])[C@H:14]([C:6]=2[CH:5]=[CH:4][CH:3]=1)[CH2:13][N:12]([C:15]([O:17][CH2:18][CH3:19])=[O:16])[CH2:11]3. The catalyst class is: 6. (3) Reactant: [Br:1][C:2]1[C:3]([C:11]#N)=[N:4][C:5]([CH2:8][O:9][CH3:10])=[CH:6][CH:7]=1.[OH-:13].[K+].C[OH:16]. Product: [Br:1][C:2]1[C:3]([C:11]([OH:16])=[O:13])=[N:4][C:5]([CH2:8][O:9][CH3:10])=[CH:6][CH:7]=1. The catalyst class is: 6. (4) Reactant: C(OC(=O)[NH:7][C:8]1[C:13]([NH:14][C:15](=[O:30])[CH2:16][C:17](=O)[C:18]2[CH:23]=[CH:22][CH:21]=[C:20]([N:24]3[CH:28]=[CH:27][N:26]=[N:25]3)[CH:19]=2)=[CH:12][C:11]([C:31]2[CH:36]=[CH:35][CH:34]=[CH:33][C:32]=2[F:37])=[C:10]([N:38]([CH3:40])[CH3:39])[CH:9]=1)(C)(C)C.C(O)(C(F)(F)F)=O. Product: [CH3:40][N:38]([CH3:39])[C:10]1[C:11]([C:31]2[CH:36]=[CH:35][CH:34]=[CH:33][C:32]=2[F:37])=[CH:12][C:13]2[NH:14][C:15](=[O:30])[CH2:16][C:17]([C:18]3[CH:23]=[CH:22][CH:21]=[C:20]([N:24]4[CH:28]=[CH:27][N:26]=[N:25]4)[CH:19]=3)=[N:7][C:8]=2[CH:9]=1. The catalyst class is: 2. (5) Reactant: [C:1]([O:5][C:6]([N:8]([CH3:22])[CH2:9][CH2:10][C@H:11]1[CH2:16][CH2:15][C@H:14]([CH2:17][O:18]C(=O)C)[CH2:13][CH2:12]1)=[O:7])([CH3:4])([CH3:3])[CH3:2].[OH-].[Na+].CO. Product: [C:1]([O:5][C:6](=[O:7])[N:8]([CH2:9][CH2:10][C@H:11]1[CH2:12][CH2:13][C@H:14]([CH2:17][OH:18])[CH2:15][CH2:16]1)[CH3:22])([CH3:2])([CH3:4])[CH3:3]. The catalyst class is: 12.